This data is from Catalyst prediction with 721,799 reactions and 888 catalyst types from USPTO. The task is: Predict which catalyst facilitates the given reaction. (1) Reactant: [NH:1]1[CH:5]=[C:4]([C:6]2[S:10][CH:9]=[C:8]([C:11]([OH:13])=O)[CH:7]=2)[CH:3]=[N:2]1.[C:14]([O:18][C:19]([N:21]1[CH2:27][CH2:26][CH2:25][NH:24][CH2:23][CH2:22]1)=[O:20])([CH3:17])([CH3:16])[CH3:15].CCN(C(C)C)C(C)C.CN(C(ON1N=NC2C=CC=NC1=2)=[N+](C)C)C.F[P-](F)(F)(F)(F)F. Product: [C:14]([O:18][C:19]([N:21]1[CH2:27][CH2:26][CH2:25][N:24]([C:11]([C:8]2[CH:7]=[C:6]([C:4]3[CH:5]=[N:1][NH:2][CH:3]=3)[S:10][CH:9]=2)=[O:13])[CH2:23][CH2:22]1)=[O:20])([CH3:17])([CH3:15])[CH3:16]. The catalyst class is: 3. (2) Reactant: Br[C:2]1[C:3]2[N:4]([C:9]([N:14]([CH2:18][CH2:19][CH3:20])[CH2:15][CH2:16][CH3:17])=[C:10]([S:12][CH3:13])[N:11]=2)[CH:5]=[C:6]([CH3:8])[CH:7]=1.[Cl:21][C:22]1[CH:27]=[C:26]([Cl:28])[CH:25]=[CH:24][C:23]=1B(O)O.O.O.O.O.O.O.O.O.[OH-].[Ba+2].[OH-]. Product: [Cl:21][C:22]1[CH:27]=[C:26]([Cl:28])[CH:25]=[CH:24][C:23]=1[C:2]1[C:3]2[N:4]([C:9]([N:14]([CH2:18][CH2:19][CH3:20])[CH2:15][CH2:16][CH3:17])=[C:10]([S:12][CH3:13])[N:11]=2)[CH:5]=[C:6]([CH3:8])[CH:7]=1. The catalyst class is: 149. (3) Reactant: [NH:1]1[CH2:6][CH2:5][CH2:4][CH2:3][CH2:2]1.[CH2:7]=O.[CH3:9][C:10]1[NH:11][C:12](=[O:20])[C:13]2[C:18]([CH:19]=1)=[CH:17][CH:16]=[CH:15][CH:14]=2. Product: [CH3:9][C:10]1[NH:11][C:12](=[O:20])[C:13]2[C:18]([C:19]=1[CH2:7][N:1]1[CH2:6][CH2:5][CH2:4][CH2:3][CH2:2]1)=[CH:17][CH:16]=[CH:15][CH:14]=2. The catalyst class is: 15. (4) Product: [C:1]([O:4][C@H:5]([C:8]#[C:9][C:10]#[C:11][C@H:12]([NH:22][C:23](=[O:30])[C:24]1[CH:29]=[CH:28][CH:27]=[CH:26][CH:25]=1)[CH2:13][CH2:14][CH2:15][CH:16]1[CH2:17][CH2:18][CH2:19][CH2:20][CH2:21]1)[CH:6]=[CH2:7])(=[O:3])[CH3:2]. The catalyst class is: 2. Reactant: [C:1]([O:4][C@H:5]([C:8]#[C:9][C:10]#[C:11][C@H:12]([NH2:22])[CH2:13][CH2:14][CH2:15][CH:16]1[CH2:21][CH2:20][CH2:19][CH2:18][CH2:17]1)[CH:6]=[CH2:7])(=[O:3])[CH3:2].[C:23](O[C:23](=[O:30])[C:24]1[CH:29]=[CH:28][CH:27]=[CH:26][CH:25]=1)(=[O:30])[C:24]1[CH:29]=[CH:28][CH:27]=[CH:26][CH:25]=1.C(N(CC)CC)C. (5) Reactant: [F:1][C:2]1[CH:10]=[C:9]2[C:5]([CH2:6][C:7](=[O:11])[NH:8]2)=[CH:4][CH:3]=1.C1C(=O)N([Br:19])C(=O)C1. Product: [Br:19][C:3]1[CH:4]=[C:5]2[C:9](=[CH:10][C:2]=1[F:1])[NH:8][C:7](=[O:11])[CH2:6]2. The catalyst class is: 47.